This data is from Full USPTO retrosynthesis dataset with 1.9M reactions from patents (1976-2016). The task is: Predict the reactants needed to synthesize the given product. The reactants are: I[CH3:2].[F:3][C:4]([F:32])([F:31])[C:5]1[CH:30]=[CH:29][CH:28]=[CH:27][C:6]=1[C:7]([N:9]1[CH2:14][CH2:13][N:12]([C:15]2[N:20]=[N:19][C:18]([N:21]3[CH2:25][CH2:24][NH:23][C:22]3=[O:26])=[CH:17][CH:16]=2)[CH2:11][CH2:10]1)=[O:8]. Given the product [CH3:2][N:23]1[CH2:24][CH2:25][N:21]([C:18]2[N:19]=[N:20][C:15]([N:12]3[CH2:11][CH2:10][N:9]([C:7](=[O:8])[C:6]4[CH:27]=[CH:28][CH:29]=[CH:30][C:5]=4[C:4]([F:3])([F:31])[F:32])[CH2:14][CH2:13]3)=[CH:16][CH:17]=2)[C:22]1=[O:26], predict the reactants needed to synthesize it.